From a dataset of CYP2C9 inhibition data for predicting drug metabolism from PubChem BioAssay. Regression/Classification. Given a drug SMILES string, predict its absorption, distribution, metabolism, or excretion properties. Task type varies by dataset: regression for continuous measurements (e.g., permeability, clearance, half-life) or binary classification for categorical outcomes (e.g., BBB penetration, CYP inhibition). Dataset: cyp2c9_veith. (1) The molecule is Nc1ncnc2c1nc(-c1ccccc1)n2[C@H]1O[C@@H](CO)[C@@H](O)[C@H]1O. The result is 0 (non-inhibitor). (2) The drug is N[C@@H](CSC1c2ccccc2-c2ccccc21)C(=O)O. The result is 0 (non-inhibitor). (3) The molecule is O=c1[nH]c2cc(Cl)ccc2c(O)c1-c1cccc(Oc2ccccc2)c1. The result is 0 (non-inhibitor).